This data is from Full USPTO retrosynthesis dataset with 1.9M reactions from patents (1976-2016). The task is: Predict the reactants needed to synthesize the given product. (1) Given the product [Cl:1][C:2]1[CH:3]=[C:4]([CH:19]=[CH:20][C:21]=1[C:22]([OH:24])=[O:23])[C:5]([NH:7][CH2:8][C:9]1[NH:13][C:12]2[CH:14]=[CH:15][C:16]([Cl:18])=[CH:17][C:11]=2[N:10]=1)=[O:6], predict the reactants needed to synthesize it. The reactants are: [Cl:1][C:2]1[CH:3]=[C:4]([CH:19]=[CH:20][C:21]=1[C:22]([O:24]C)=[O:23])[C:5]([NH:7][CH2:8][C:9]1[NH:13][C:12]2[CH:14]=[CH:15][C:16]([Cl:18])=[CH:17][C:11]=2[N:10]=1)=[O:6].[OH-].[Na+]. (2) Given the product [CH3:6][Si:7]([CH3:14])([CH3:13])[N-:8][Si:9]([CH3:12])([CH3:11])[CH3:10].[Li+:1], predict the reactants needed to synthesize it. The reactants are: [Li:1]CCCC.[CH3:6][Si:7]([CH3:14])([CH3:13])[NH:8][Si:9]([CH3:12])([CH3:11])[CH3:10].[NH4+].[Cl-]. (3) Given the product [O:21]1[CH:25]=[CH:24][CH:23]=[C:22]1[C:17]1[CH:18]=[C:13]2[N:12]=[C:11]([CH2:10][CH2:9][C:5]3[CH:4]=[C:3]([O:2][CH3:1])[CH:8]=[CH:7][N:6]=3)[NH:20][C:14]2=[N:15][CH:16]=1, predict the reactants needed to synthesize it. The reactants are: [CH3:1][O:2][C:3]1[CH:8]=[CH:7][N:6]=[C:5]([CH2:9][CH2:10][C:11]2[NH:20][C:14]3=[N:15][CH:16]=[C:17](I)[CH:18]=[C:13]3[N:12]=2)[CH:4]=1.[O:21]1[CH:25]=[CH:24][CH:23]=[C:22]1B(O)O.